Dataset: Forward reaction prediction with 1.9M reactions from USPTO patents (1976-2016). Task: Predict the product of the given reaction. (1) Given the reactants Br[CH:2]([CH:14]([CH3:16])[CH3:15])[CH2:3][N-:4][C:5]1[CH:10]=[C:9]([CH3:11])[CH:8]=[C:7]([CH3:12])[C:6]=1[OH:13].C(=O)([O-])[O-:18].[K+].[K+].Cl.O, predict the reaction product. The product is: [CH:14]([CH:2]1[C:3](=[O:18])[NH:4][C:5]2[CH:10]=[C:9]([CH3:11])[CH:8]=[C:7]([CH3:12])[C:6]=2[O:13]1)([CH3:16])[CH3:15]. (2) Given the reactants [NH:1]([C:14]([O:16][C:17]([CH3:20])([CH3:19])[CH3:18])=[O:15])[C@@H:2]([C:10](OC)=[O:11])[CH2:3][C:4]1[CH:9]=[CH:8][CH:7]=[CH:6][CH:5]=1.O.[NH2:22][NH2:23], predict the reaction product. The product is: [NH2:22][NH:23][C:10](=[O:11])[C@H:2]([NH:1][C:14]([O:16][C:17]([CH3:20])([CH3:19])[CH3:18])=[O:15])[CH2:3][C:4]1[CH:9]=[CH:8][CH:7]=[CH:6][CH:5]=1.